From a dataset of Full USPTO retrosynthesis dataset with 1.9M reactions from patents (1976-2016). Predict the reactants needed to synthesize the given product. (1) Given the product [Cl:1][C:2]1[CH:26]=[CH:25][C:5]([CH2:6][N:7]2[C:15]3[C:10](=[CH:11][C:12]([CH:16]=[C:17]4[S:21][C:20]([N:36]([CH2:35][CH2:34][N:33]([CH2:38][CH3:39])[CH2:31][CH3:32])[CH3:37])=[N:19][C:18]4=[O:24])=[CH:13][CH:14]=3)[CH:9]=[N:8]2)=[C:4]([C:27]([F:29])([F:30])[F:28])[CH:3]=1, predict the reactants needed to synthesize it. The reactants are: [Cl:1][C:2]1[CH:26]=[CH:25][C:5]([CH2:6][N:7]2[C:15]3[C:10](=[CH:11][C:12]([CH:16]=[C:17]4[S:21][CH:20](SC)[NH:19][C:18]4=[O:24])=[CH:13][CH:14]=3)[CH:9]=[N:8]2)=[C:4]([C:27]([F:30])([F:29])[F:28])[CH:3]=1.[CH2:31]([N:33]([CH2:38][CH3:39])[CH2:34][CH2:35][NH:36][CH3:37])[CH3:32]. (2) Given the product [C:35]([NH:3][C:4]1[CH:9]=[CH:8][C:7]([NH:10][C:11](=[O:27])[CH2:12][N:13]2[CH2:14][CH2:15][CH:16]([CH2:19][C:20]3[CH:21]=[CH:22][C:23]([F:26])=[CH:24][CH:25]=3)[CH2:17][CH2:18]2)=[CH:6][CH:5]=1)(=[O:37])[CH3:36], predict the reactants needed to synthesize it. The reactants are: Cl.Cl.[NH2:3][C:4]1[CH:9]=[CH:8][C:7]([NH:10][C:11](=[O:27])[CH2:12][N:13]2[CH2:18][CH2:17][CH:16]([CH2:19][C:20]3[CH:25]=[CH:24][C:23]([F:26])=[CH:22][CH:21]=3)[CH2:15][CH2:14]2)=[CH:6][CH:5]=1.C(N(CC)CC)C.[C:35](OC(=O)C)(=[O:37])[CH3:36]. (3) Given the product [CH3:1][NH:2][S:3]([C:6]1[CH:7]=[C:8]2[C:12](=[CH:13][CH:14]=1)[NH:11][C:10](=[O:15])[C:9]2=[CH:26][C:25]1[NH:24][CH:23]=[C:22]2[C:21]=1[CH2:20][CH2:19][NH:18][C:17]2=[O:16])(=[O:5])=[O:4], predict the reactants needed to synthesize it. The reactants are: [CH3:1][NH:2][S:3]([C:6]1[CH:7]=[C:8]2[C:12](=[CH:13][CH:14]=1)[NH:11][C:10](=[O:15])[CH2:9]2)(=[O:5])=[O:4].[O:16]=[C:17]1[C:22]2=[CH:23][NH:24][C:25]([CH:26]=O)=[C:21]2[CH2:20][CH2:19][NH:18]1.N1CCCCC1. (4) Given the product [CH2:23]([C:31]1[CH:38]=[CH:37][C:34]([CH2:35][NH:1][CH2:2][CH:3]([C:17]2[CH:18]=[CH:19][CH:20]=[CH:21][CH:22]=2)[CH2:4][PH:5](=[O:9])[OH:6])=[CH:33][CH:32]=1)[CH2:24][CH2:25][CH2:26][CH2:27][CH2:28][CH2:29][CH3:30], predict the reactants needed to synthesize it. The reactants are: [NH2:1][CH2:2][CH:3]([C:17]1[CH:22]=[CH:21][CH:20]=[CH:19][CH:18]=1)[CH2:4][P:5](C(OCC)OCC)(=[O:9])[O:6]CC.[CH2:23]([C:31]1[CH:38]=[CH:37][C:34]([CH:35]=O)=[CH:33][CH:32]=1)[CH2:24][CH2:25][CH2:26][CH2:27][CH2:28][CH2:29][CH3:30].